From a dataset of Full USPTO retrosynthesis dataset with 1.9M reactions from patents (1976-2016). Predict the reactants needed to synthesize the given product. (1) Given the product [N:30]1[CH:31]=[N:32][N:33]2[CH:38]=[C:37]([CH:39]([OH:40])[C:14]#[C:13][C:15]3([O:25][Si:26]([CH3:27])([CH3:29])[CH3:28])[CH2:24][CH2:23][C:18]4([O:19][CH2:20][CH2:21][O:22]4)[CH2:17][CH2:16]3)[CH:36]=[CH:35][C:34]=12, predict the reactants needed to synthesize it. The reactants are: C(NC(C)C)(C)C.C([Li])CCC.[C:13]([C:15]1([O:25][Si:26]([CH3:29])([CH3:28])[CH3:27])[CH2:24][CH2:23][C:18]2([O:22][CH2:21][CH2:20][O:19]2)[CH2:17][CH2:16]1)#[CH:14].[N:30]1[CH:31]=[N:32][N:33]2[CH:38]=[C:37]([CH:39]=[O:40])[CH:36]=[CH:35][C:34]=12. (2) Given the product [Cl:26][C:27]1[CH:32]=[CH:31][C:30]([CH3:33])=[C:29]([NH:34][C:35]([N:2]2[CH2:3][CH2:4][CH:5]([C:8]3[S:9][CH:10]=[C:11]([C:13]4[CH2:17][CH:16]([C:18]5[CH:25]=[CH:24][CH:23]=[CH:22][C:19]=5[CH:20]=[O:21])[O:15][N:14]=4)[N:12]=3)[CH2:6][CH2:7]2)=[O:36])[CH:28]=1, predict the reactants needed to synthesize it. The reactants are: Cl.[NH:2]1[CH2:7][CH2:6][CH:5]([C:8]2[S:9][CH:10]=[C:11]([C:13]3[CH2:17][CH:16]([C:18]4[CH:25]=[CH:24][CH:23]=[CH:22][C:19]=4[CH:20]=[O:21])[O:15][N:14]=3)[N:12]=2)[CH2:4][CH2:3]1.[Cl:26][C:27]1[CH:32]=[CH:31][C:30]([CH3:33])=[C:29]([N:34]=[C:35]=[O:36])[CH:28]=1.O. (3) The reactants are: [NH2:1][C:2]1[N:3]=[CH:4][N:5]([CH2:11][C:12]2[CH:17]=[CH:16][CH:15]=[CH:14][CH:13]=2)[C:6]=1[S:7]([NH2:10])(=[O:9])=[O:8].[CH2:18]([N:25]1[C:34]2[C:29](=[CH:30][CH:31]=[CH:32][CH:33]=2)[C:28](=[O:35])[C:27](=[C:36](SC)SC)[C:26]1=[O:41])[C:19]1[CH:24]=[CH:23][CH:22]=[CH:21][CH:20]=1. Given the product [CH2:18]([N:25]1[C:34]2[C:29](=[CH:30][CH:31]=[CH:32][CH:33]=2)[C:28]([OH:35])=[C:27]([C:36]2[NH:1][C:2]3[N:3]=[CH:4][N:5]([CH2:11][C:12]4[CH:13]=[CH:14][CH:15]=[CH:16][CH:17]=4)[C:6]=3[S:7](=[O:9])(=[O:8])[N:10]=2)[C:26]1=[O:41])[C:19]1[CH:20]=[CH:21][CH:22]=[CH:23][CH:24]=1, predict the reactants needed to synthesize it. (4) Given the product [C:33]([N:30]1[CH2:31][CH2:32][C@@H:28]([NH:27][C:25]([C:21]2[C:17]3[N:18]=[CH:19][N:20]=[C:15]([C:8]4[CH:9]=[CH:10][C:11]([O:13][CH3:14])=[CH:12][C:7]=4[O:6][CH2:5][CH:2]4[CH2:4][CH2:3]4)[C:16]=3[NH:23][C:22]=2[CH3:24])=[O:26])[CH2:29]1)(=[O:35])[CH3:34], predict the reactants needed to synthesize it. The reactants are: Cl.[CH:2]1([CH2:5][O:6][C:7]2[CH:12]=[C:11]([O:13][CH3:14])[CH:10]=[CH:9][C:8]=2[C:15]2[C:16]3[NH:23][C:22]([CH3:24])=[C:21]([C:25]([NH:27][C@@H:28]4[CH2:32][CH2:31][NH:30][CH2:29]4)=[O:26])[C:17]=3[N:18]=[CH:19][N:20]=2)[CH2:4][CH2:3]1.[C:33](Cl)(=[O:35])[CH3:34]. (5) Given the product [C:78]([O:77][C:75]([NH:74][C@@H:51]([CH2:52][S:53][CH2:54][C:55]1[CH:60]=[CH:59][C:58]([NH:61][C:62](=[O:73])[CH2:63][N:64]2[C:72]3[C:67](=[CH:68][CH:69]=[CH:70][CH:71]=3)[CH:66]=[CH:65]2)=[CH:57][CH:56]=1)[C:50]([OH:82])=[O:49])=[O:76])([CH3:81])([CH3:79])[CH3:80], predict the reactants needed to synthesize it. The reactants are: N1(CC(O)=O)C2C(=CC=CC=2)C=C1.COC(=O)[C@@H](NC(OC(C)(C)C)=O)CSCC1C=CC(N)=CC=1.C(Cl)CCl.C(N(CC)CC)C.C[O:49][C:50](=[O:82])[C@@H:51]([NH:74][C:75]([O:77][C:78]([CH3:81])([CH3:80])[CH3:79])=[O:76])[CH2:52][S:53][CH2:54][C:55]1[CH:60]=[CH:59][C:58]([NH:61][C:62](=[O:73])[CH2:63][N:64]2[C:72]3[C:67](=[CH:68][CH:69]=[CH:70][CH:71]=3)[CH:66]=[CH:65]2)=[CH:57][CH:56]=1.[OH-].[Na+].Cl. (6) Given the product [Br:1][C:2]1[CH:7]=[CH:6][C:5]([Cl:8])=[C:4]2[C:3]=1[NH:9][CH:13]=[CH:12]2, predict the reactants needed to synthesize it. The reactants are: [Br:1][C:2]1[CH:7]=[CH:6][C:5]([Cl:8])=[CH:4][C:3]=1[N+:9]([O-])=O.[CH:12]([Mg]Br)=[CH2:13]. (7) Given the product [CH3:22][S:23]([O:27][CH2:31][CH2:13][CH2:10][N:8]([C:6]1[NH:5][C:4](=[O:14])[N:3]=[C:2]([Cl:1])[CH:7]=1)[CH3:9])(=[O:25])=[O:24], predict the reactants needed to synthesize it. The reactants are: [Cl:1][C:2]1[CH:7]=[C:6]([N:8]([CH:10]([CH3:13])CO)[CH3:9])[NH:5][C:4](=[O:14])[N:3]=1.C(N(CC)CC)C.[CH3:22][S:23](Cl)(=[O:25])=[O:24].[O:27]1[CH2:31]CCC1.